Dataset: Forward reaction prediction with 1.9M reactions from USPTO patents (1976-2016). Task: Predict the product of the given reaction. Given the reactants Cl.Cl.[CH2:3]([N:10]([CH2:25][CH2:26][N:27]([CH3:29])[CH3:28])[C:11](=[O:24])[CH2:12][O:13][C:14]1[CH:23]=[CH:22][CH:21]=[C:20]2[C:15]=1[CH2:16][CH2:17][NH:18][CH2:19]2)[C:4]1[CH:9]=[CH:8][CH:7]=[CH:6][CH:5]=1.[CH3:30][O:31][C:32](Cl)=[O:33].C([O-])(O)=O.[Na+], predict the reaction product. The product is: [CH3:30][O:31][C:32]([N:18]1[CH2:17][CH2:16][C:15]2[C:20](=[CH:21][CH:22]=[CH:23][C:14]=2[O:13][CH2:12][C:11](=[O:24])[N:10]([CH2:3][C:4]2[CH:9]=[CH:8][CH:7]=[CH:6][CH:5]=2)[CH2:25][CH2:26][N:27]([CH3:29])[CH3:28])[CH2:19]1)=[O:33].